Dataset: HIV replication inhibition screening data with 41,000+ compounds from the AIDS Antiviral Screen. Task: Binary Classification. Given a drug SMILES string, predict its activity (active/inactive) in a high-throughput screening assay against a specified biological target. (1) The drug is CCN(CC)c1ccc2cc(C(=O)Nc3ccccc3)c(=N)oc2c1. The result is 0 (inactive). (2) The drug is CSc1nnc2sc(=S)[nH]n12. The result is 0 (inactive). (3) The molecule is Nc1ccc(C2=NC(=Cc3cccc(N)c3)C(=O)O2)cc1. The result is 0 (inactive). (4) The drug is CCN(CC)CC(C)C1NS(=O)(=O)c2ccccc21. The result is 0 (inactive). (5) The molecule is CC1CCCCC12NC(=O)NC2=O. The result is 0 (inactive). (6) The molecule is O=C1CCN2CCC(=O)c3c2c(cc2ccccc32)N1. The result is 0 (inactive). (7) The drug is CC1=CC(=C(c2cc(C)c(O)c(C(=O)O)c2)c2c(Cl)cccc2Cl)C=C(C(=O)O)C1=O. The result is 0 (inactive). (8) The compound is O=C1NC(=O)C2C(=O)NC(=O)C1C2(c1ccccc1)c1ccc(Cl)cc1. The result is 0 (inactive). (9) The molecule is O=C(O)COc1ccc(Cl)cc1Cc1cc(Cl)ccc1OCC(=O)O. The result is 0 (inactive).